From a dataset of Reaction yield outcomes from USPTO patents with 853,638 reactions. Predict the reaction yield, written as a fraction of the theoretical maximum amount of product (1.0 means a 100% yield; for example, 0.34 means a 34% yield). (1) The reactants are [CH3:1][NH:2][C@@H:3]([C:6]1[CH:11]=[CH:10][CH:9]=[CH:8][CH:7]=1)[CH2:4][NH2:5].[C:12](O[C:12]([O:14][C:15]([CH3:18])([CH3:17])[CH3:16])=[O:13])([O:14][C:15]([CH3:18])([CH3:17])[CH3:16])=[O:13]. The catalyst is ClCCl. The product is [C:15]([O:14][C:12](=[O:13])[NH:5][CH2:4][C@@H:3]([NH:2][CH3:1])[C:6]1[CH:11]=[CH:10][CH:9]=[CH:8][CH:7]=1)([CH3:18])([CH3:17])[CH3:16]. The yield is 0.610. (2) The reactants are [NH2:1][CH2:2][CH:3]([NH:14][C:15](=[O:30])[C:16]1[CH:21]=[CH:20][C:19]([C:22]([N:24]2[CH2:28][CH2:27][CH2:26][CH2:25]2)=[O:23])=[C:18]([CH3:29])[CH:17]=1)[C:4]1[NH:8][C:7]2[CH:9]=[CH:10][C:11]([Cl:13])=[CH:12][C:6]=2[N:5]=1.[C:31](OC(=O)C)(=[O:33])[CH3:32].C(N(CC)CC)C.ClCl. The catalyst is O1CCCC1.ClCCl.CO. The product is [C:31]([NH:1][CH2:2][CH:3]([NH:14][C:15](=[O:30])[C:16]1[CH:21]=[CH:20][C:19]([C:22]([N:24]2[CH2:28][CH2:27][CH2:26][CH2:25]2)=[O:23])=[C:18]([CH3:29])[CH:17]=1)[C:4]1[NH:8][C:7]2[CH:9]=[CH:10][C:11]([Cl:13])=[CH:12][C:6]=2[N:5]=1)(=[O:33])[CH3:32]. The yield is 0.620.